Dataset: Forward reaction prediction with 1.9M reactions from USPTO patents (1976-2016). Task: Predict the product of the given reaction. (1) Given the reactants [CH3:1][O:2][C:3](=[O:19])[C:4]1[CH:9]=[CH:8][C:7]([C:10]([P:13]([O:17][CH3:18])([O:15][CH3:16])=[O:14])(O)[CH3:11])=[CH:6][CH:5]=1.CCN(S(F)(F)[F:26])CC, predict the reaction product. The product is: [CH3:1][O:2][C:3](=[O:19])[C:4]1[CH:9]=[CH:8][C:7]([CH:10]([P:13]([O:17][CH3:18])([O:15][CH3:16])=[O:14])[CH2:11][F:26])=[CH:6][CH:5]=1. (2) Given the reactants [I:1][CH2:2][C@@H:3]([C:5]1[CH:10]=[CH:9][C:8]([O:11][CH2:12][C:13]2[CH:18]=[CH:17][CH:16]=[CH:15][CH:14]=2)=[C:7]([NH:19][S:20]([CH3:23])(=[O:22])=[O:21])[CH:6]=1)[OH:4].N1C=CN=C1.[CH2:29]([Si:31](Cl)([CH2:34][CH3:35])[CH2:32][CH3:33])[CH3:30], predict the reaction product. The product is: [CH2:12]([O:11][C:8]1[CH:9]=[CH:10][C:5]([C@@H:3]([O:4][Si:31]([CH2:34][CH3:35])([CH2:32][CH3:33])[CH2:29][CH3:30])[CH2:2][I:1])=[CH:6][C:7]=1[NH:19][S:20]([CH3:23])(=[O:22])=[O:21])[C:13]1[CH:18]=[CH:17][CH:16]=[CH:15][CH:14]=1. (3) Given the reactants [C:1]([C:3]([C:6]1[CH:7]=[C:8]([CH:21]=[CH:22][CH:23]=1)[C:9]([NH:11][C:12]1[CH:17]=[CH:16][CH:15]=[C:14]([NH:18][CH:19]=O)[CH:13]=1)=[O:10])([CH3:5])[CH3:4])#[N:2].C(N(C(C)C)C(C)C)C.ClC1[N:39]=[C:38]([S:40][C:41]#[N:42])[C:37]([N+:43]([O-:45])=[O:44])=[CH:36][N:35]=1.C(=O)([O-])O.[Na+], predict the reaction product. The product is: [C:1]([C:3]([C:6]1[CH:7]=[C:8]([C:9]([NH:11][C:12]2[CH:13]=[C:14]([NH:18][C:19]3[N:39]=[C:38]([S:40][C:41]#[N:42])[C:37]([N+:43]([O-:45])=[O:44])=[CH:36][N:35]=3)[CH:15]=[CH:16][CH:17]=2)=[O:10])[CH:21]=[CH:22][CH:23]=1)([CH3:5])[CH3:4])#[N:2]. (4) Given the reactants Cl.[Cl:2][C:3]1[CH:4]=[C:5]([N:9]2[C:13]([CH2:14][NH2:15])=[CH:12][C:11]([C:16]([F:19])([F:18])[F:17])=[N:10]2)[CH:6]=[CH:7][CH:8]=1.[OH:20][CH2:21][C:22]([C:26]1[CH:31]=[CH:30][C:29]([NH:32][C:33](=O)[O:34]C2C=CC=CC=2)=[CH:28][C:27]=1[F:42])([CH3:25])[CH2:23][OH:24], predict the reaction product. The product is: [Cl:2][C:3]1[CH:4]=[C:5]([N:9]2[C:13]([CH2:14][NH:15][C:33]([NH:32][C:29]3[CH:30]=[CH:31][C:26]([C:22]([CH3:25])([CH2:21][OH:20])[CH2:23][OH:24])=[C:27]([F:42])[CH:28]=3)=[O:34])=[CH:12][C:11]([C:16]([F:17])([F:18])[F:19])=[N:10]2)[CH:6]=[CH:7][CH:8]=1.